Task: Predict the product of the given reaction.. Dataset: Forward reaction prediction with 1.9M reactions from USPTO patents (1976-2016) (1) Given the reactants [CH3:1][O:2][C:3]([CH:5]1[CH2:9][CH:8]([N:10]=[N+]=[N-])[CH2:7][N:6]1[C:13]([O:15][C:16]([CH3:19])([CH3:18])[CH3:17])=[O:14])=[O:4].P(C1C=CC=CC=1)(C1C=CC=CC=1)C1C=CC=CC=1.O, predict the reaction product. The product is: [CH3:1][O:2][C:3]([C@@H:5]1[CH2:9][C@@H:8]([NH2:10])[CH2:7][N:6]1[C:13]([O:15][C:16]([CH3:19])([CH3:18])[CH3:17])=[O:14])=[O:4]. (2) Given the reactants [CH:1]1([N:4]2[C:13](=[O:14])[C:12]3[C:7](=[CH:8][CH:9]=[CH:10][CH:11]=3)[C:6]([C:15]3[C:23]4[C:18](=[CH:19][CH:20]=[C:21]([F:24])[CH:22]=4)[N:17]([CH2:25][C:26]([O:28]C(C)(C)C)=[O:27])[C:16]=3[CH3:33])=[N:5]2)[CH2:3][CH2:2]1.O, predict the reaction product. The product is: [CH:1]1([N:4]2[C:13](=[O:14])[C:12]3[C:7](=[CH:8][CH:9]=[CH:10][CH:11]=3)[C:6]([C:15]3[C:23]4[C:18](=[CH:19][CH:20]=[C:21]([F:24])[CH:22]=4)[N:17]([CH2:25][C:26]([OH:28])=[O:27])[C:16]=3[CH3:33])=[N:5]2)[CH2:2][CH2:3]1. (3) Given the reactants [C:1]([O:5][C:6]([CH3:9])([CH3:8])[CH3:7])(=[O:4])[CH:2]=[CH2:3].[F:10][C:11]1[CH:12]=[C:13]([CH:17]=[CH:18][CH:19]=1)[CH2:14][CH2:15][NH2:16], predict the reaction product. The product is: [F:10][C:11]1[CH:12]=[C:13]([CH:17]=[CH:18][CH:19]=1)[CH2:14][CH2:15][NH:16][CH2:3][CH2:2][C:1]([O:5][C:6]([CH3:9])([CH3:8])[CH3:7])=[O:4]. (4) Given the reactants [CH:1]1([C:7]2[CH:12]=[CH:11][C:10]([NH:13][C:14](=[O:39])[CH2:15][N:16]([CH2:21][C:22]3[CH:38]=[CH:37][C:25]([O:26][C:27]([CH3:36])([CH3:35])[C:28]([O:30]C(C)(C)C)=[O:29])=[CH:24][CH:23]=3)[CH2:17][CH2:18][O:19][CH3:20])=[C:9]([CH3:40])[CH:8]=2)[CH2:6][CH2:5][CH2:4][CH2:3][CH2:2]1.FC(F)(F)C(O)=O.[Cl:48]CCl, predict the reaction product. The product is: [ClH:48].[CH:1]1([C:7]2[CH:12]=[CH:11][C:10]([NH:13][C:14](=[O:39])[CH2:15][N:16]([CH2:21][C:22]3[CH:38]=[CH:37][C:25]([O:26][C:27]([CH3:36])([CH3:35])[C:28]([OH:30])=[O:29])=[CH:24][CH:23]=3)[CH2:17][CH2:18][O:19][CH3:20])=[C:9]([CH3:40])[CH:8]=2)[CH2:2][CH2:3][CH2:4][CH2:5][CH2:6]1. (5) Given the reactants N#N.Br[C:4]1[CH:5]=[C:6]([CH:30]=[CH:31][CH:32]=1)[CH2:7][C:8]1[O:12][C:11]([C:13]2[O:17][N:16]=[C:15]([C:18]3[CH:23]=[CH:22][C:21]([O:24][C:25]([F:28])([F:27])[F:26])=[CH:20][CH:19]=3)[N:14]=2)=[N:10][C:9]=1[CH3:29].CC(C1C=C(C(C)C)C(C2C=CC=CC=2P(C2CCCCC2)C2CCCCC2)=C(C(C)C)C=1)C.[C:67]([O-])([O-:69])=[O:68].[Cs+].[Cs+].[CH3:73][N:74]1[CH2:79][CH2:78][NH:77][CH2:76][CH2:75]1, predict the reaction product. The product is: [F:28][C:25]([F:26])([F:27])[C:67]([O-:69])=[O:68].[CH3:73][NH+:74]1[CH2:79][CH2:78][N:77]([C:4]2[CH:32]=[CH:31][CH:30]=[C:6]([CH2:7][C:8]3[O:12][C:11]([C:13]4[O:17][N:16]=[C:15]([C:18]5[CH:23]=[CH:22][C:21]([O:24][C:25]([F:28])([F:27])[F:26])=[CH:20][CH:19]=5)[N:14]=4)=[N:10][C:9]=3[CH3:29])[CH:5]=2)[CH2:76][CH2:75]1. (6) Given the reactants [F:1][C:2]1([F:32])[CH2:7][CH2:6][N:5]([C:8]([C:10]2[NH:11][C:12]3[C:17]([CH:18]=2)=[CH:16][C:15]([C:19]([N:21]2[CH2:26][CH2:25][CH:24]([N:27]4[CH2:31][CH2:30][CH2:29][CH2:28]4)[CH2:23][CH2:22]2)=[O:20])=[CH:14][CH:13]=3)=[O:9])[CH2:4][CH2:3]1.[H-].[Na+].CS(O[CH2:40][C:41]([F:44])([F:43])[F:42])(=O)=O, predict the reaction product. The product is: [F:32][C:2]1([F:1])[CH2:7][CH2:6][N:5]([C:8]([C:10]2[N:11]([CH2:40][C:41]([F:44])([F:43])[F:42])[C:12]3[C:17]([CH:18]=2)=[CH:16][C:15]([C:19]([N:21]2[CH2:22][CH2:23][CH:24]([N:27]4[CH2:31][CH2:30][CH2:29][CH2:28]4)[CH2:25][CH2:26]2)=[O:20])=[CH:14][CH:13]=3)=[O:9])[CH2:4][CH2:3]1. (7) Given the reactants P(Cl)(Cl)(Cl)(Cl)[Cl:2].[S:7]1[C:11]2[CH:12]=[CH:13][CH:14]=[CH:15][C:10]=2[N:9]=[C:8]1[C:16]1[CH:17]=[C:18]([S:21]([OH:24])(=O)=[O:22])[S:19][CH:20]=1, predict the reaction product. The product is: [S:7]1[C:11]2[CH:12]=[CH:13][CH:14]=[CH:15][C:10]=2[N:9]=[C:8]1[C:16]1[CH:17]=[C:18]([S:21]([Cl:2])(=[O:24])=[O:22])[S:19][CH:20]=1.